Dataset: Full USPTO retrosynthesis dataset with 1.9M reactions from patents (1976-2016). Task: Predict the reactants needed to synthesize the given product. (1) Given the product [NH2:5][C:6]1[CH:14]=[C:13]([O:15][Si:16]([CH:20]([CH3:22])[CH3:21])([CH:23]([CH3:25])[CH3:24])[CH:17]([CH3:18])[CH3:19])[CH:12]=[CH:11][C:7]=1[C:8]([OH:10])=[O:9], predict the reactants needed to synthesize it. The reactants are: FC(F)(F)C([NH:5][C:6]1[CH:14]=[C:13]([O:15][Si:16]([CH:23]([CH3:25])[CH3:24])([CH:20]([CH3:22])[CH3:21])[CH:17]([CH3:19])[CH3:18])[CH:12]=[CH:11][C:7]=1[C:8]([OH:10])=[O:9])=O.C([O-])([O-])=O.[K+].[K+].Cl. (2) Given the product [C:2]([O:5][C@@H:6]1[C@@H:11]([O:12][C:13](=[O:15])[CH3:14])[C@@H:10]([O:16][C:17](=[O:19])[CH3:18])[C@@H:9]([CH2:20][O:21][C:22](=[O:24])[CH3:23])[O:8][C@H:7]1[S:25][CH2:26][C:46]#[N:47])(=[O:4])[CH3:3], predict the reactants needed to synthesize it. The reactants are: [Br-].[C:2]([O:5][C@@H:6]1[C@@H:11]([O:12][C:13](=[O:15])[CH3:14])[C@@H:10]([O:16][C:17](=[O:19])[CH3:18])[C@@H:9]([CH2:20][O:21][C:22](=[O:24])[CH3:23])[O:8][C@H:7]1[S:25][C:26](N)=[NH2+])(=[O:4])[CH3:3].S(S([O-])=O)([O-])(=O)=O.[Na+].[Na+].C(=O)([O-])[O-].[K+].[K+].ClC[C:46]#[N:47]. (3) Given the product [Cl:32][C:6]1[C:5]2[C:10](=[CH:11][C:12]([O:13][CH2:14][CH2:15][CH2:16][N:17]3[CH2:22][CH2:21][N:20]([CH3:23])[CH2:19][CH2:18]3)=[C:3]([O:2][CH3:1])[CH:4]=2)[N:9]=[CH:8][N:7]=1, predict the reactants needed to synthesize it. The reactants are: [CH3:1][O:2][C:3]1[CH:4]=[C:5]2[C:10](=[CH:11][C:12]=1[O:13][CH2:14][CH2:15][CH2:16][N:17]1[CH2:22][CH2:21][N:20]([CH3:23])[CH2:19][CH2:18]1)[N:9]=[CH:8][NH:7][C:6]2=O.CN(C=O)C.S(Cl)([Cl:32])=O. (4) Given the product [CH3:30][N:31]([CH3:32])[C:14]([C:6]1[C:5]2[C:9](=[CH:10][C:2]([Br:1])=[CH:3][CH:4]=2)[N:8]([CH2:11][C:12]#[N:13])[CH:7]=1)=[O:16], predict the reactants needed to synthesize it. The reactants are: [Br:1][C:2]1[CH:10]=[C:9]2[C:5]([C:6]([C:14]([OH:16])=O)=[CH:7][N:8]2[CH2:11][C:12]#[N:13])=[CH:4][CH:3]=1.OC1C2N=NNC=2C=CC=1.ClCCl.[CH3:30][NH:31][CH3:32].